From a dataset of Catalyst prediction with 721,799 reactions and 888 catalyst types from USPTO. Predict which catalyst facilitates the given reaction. (1) The catalyst class is: 73. Reactant: [CH2:1]([N:8]1[C:12]2=[CH:13][CH:14]=[C:15]3[C:20]([N:19]=[C:18](Cl)[N:17]=[C:16]3[N:22]3[CH2:27][CH2:26][O:25][CH2:24][CH2:23]3)=[C:11]2[CH:10]=[CH:9]1)[C:2]1[CH:7]=[CH:6][CH:5]=[CH:4][CH:3]=1.[OH:28][C:29]1[CH:30]=[C:31](B(O)O)[CH:32]=[CH:33][CH:34]=1.C([O-])([O-])=O.[Na+].[Na+]. Product: [CH2:1]([N:8]1[C:12]2=[CH:13][CH:14]=[C:15]3[C:20]([N:19]=[C:18]([C:33]4[CH:34]=[C:29]([OH:28])[CH:30]=[CH:31][CH:32]=4)[N:17]=[C:16]3[N:22]3[CH2:27][CH2:26][O:25][CH2:24][CH2:23]3)=[C:11]2[CH:10]=[CH:9]1)[C:2]1[CH:7]=[CH:6][CH:5]=[CH:4][CH:3]=1. (2) The catalyst class is: 12. Product: [CH3:1][O:2][C:3]([C:5]1[C:6]2[CH2:7][CH2:8][N:9]([CH2:15][C:16]3[CH:17]=[CH:18][C:19]([C@@H:22]([NH2:24])[CH3:23])=[CH:20][CH:21]=3)[CH2:10][C:11]=2[CH:12]=[CH:13][CH:14]=1)=[O:4]. Reactant: [CH3:1][O:2][C:3]([C:5]1[C:6]2[CH2:7][CH2:8][N:9]([CH2:15][C:16]3[CH:21]=[CH:20][C:19]([C@@H:22]([NH:24]C(OC(C)(C)C)=O)[CH3:23])=[CH:18][CH:17]=3)[CH2:10][C:11]=2[CH:12]=[CH:13][CH:14]=1)=[O:4].Cl.C([O-])(O)=O.[Na+]. (3) Reactant: [NH2:1][C:2]1[CH:10]=[CH:9][CH:8]=[C:7]2[C:3]=1[CH2:4][CH:5]([OH:11])[CH2:6]2.Cl[C:13]1[CH:18]=[C:17]([C:19]2[CH:24]=[CH:23][C:22]([C:25]([F:28])([F:27])[F:26])=[CH:21][C:20]=2[I:29])[N:16]=[CH:15][N:14]=1.C(N(C(C)C)CC)(C)C. Product: [I:29][C:20]1[CH:21]=[C:22]([C:25]([F:28])([F:26])[F:27])[CH:23]=[CH:24][C:19]=1[C:17]1[N:16]=[CH:15][N:14]=[C:13]([NH:1][C:2]2[CH:10]=[CH:9][CH:8]=[C:7]3[C:3]=2[CH2:4][CH:5]([OH:11])[CH2:6]3)[CH:18]=1. The catalyst class is: 88. (4) Reactant: [NH2:1][C:2]1[CH:3]=[C:4]([C:8]([OH:19])([C:13]2[CH:18]=[CH:17][CH:16]=[CH:15][CH:14]=2)[C:9]([O:11][CH3:12])=[O:10])[CH:5]=[CH:6][CH:7]=1.[C:20](Cl)(=[O:26])[O:21][C:22](Cl)(Cl)Cl.[CH2:28]([O:35][C:36]1[CH:37]=[CH:38][C:39]([C@@H:47]([O:63][Si:64]([C:67]([CH3:70])([CH3:69])[CH3:68])([CH3:66])[CH3:65])[CH2:48][N:49]([CH2:57][CH2:58][CH2:59][CH2:60]CO)[C:50](=[O:56])[O:51][C:52]([CH3:55])([CH3:54])[CH3:53])=[C:40]2[C:45]=1[NH:44][C:43](=[O:46])[CH:42]=[CH:41]2)[C:29]1[CH:34]=[CH:33][CH:32]=[CH:31][CH:30]=1. Product: [CH2:28]([O:35][C:36]1[CH:37]=[CH:38][C:39]([C@@H:47]([O:63][Si:64]([CH3:66])([CH3:65])[C:67]([CH3:70])([CH3:69])[CH3:68])[CH2:48][N:49]([C:50]([O:51][C:52]([CH3:53])([CH3:54])[CH3:55])=[O:56])[CH2:57][CH2:58][CH2:59][CH2:60][CH2:22][O:21][C:20]([NH:1][C:2]2[CH:3]=[C:4]([C:8]([OH:19])([C:13]3[CH:14]=[CH:15][CH:16]=[CH:17][CH:18]=3)[C:9]([O:11][CH3:12])=[O:10])[CH:5]=[CH:6][CH:7]=2)=[O:26])=[C:40]2[C:45]=1[NH:44][C:43](=[O:46])[CH:42]=[CH:41]2)[C:29]1[CH:34]=[CH:33][CH:32]=[CH:31][CH:30]=1. The catalyst class is: 10. (5) Reactant: O.[OH-].[Li+].[CH3:4][O:5][C:6]1[CH:7]=[C:8]([CH:11]=[CH:12][C:13]=1[N:14]1[CH:18]=[C:17]([CH3:19])[N:16]=[CH:15]1)[CH:9]=O.C(OP([CH2:28][C:29](=[O:40])[NH:30][CH:31]1[C:39]2[C:34](=[CH:35][CH:36]=[CH:37][CH:38]=2)[CH2:33][CH2:32]1)(=O)OCC)C. The catalyst class is: 1. Product: [CH:31]1([NH:30][C:29](=[O:40])/[CH:28]=[CH:9]/[C:8]2[CH:11]=[CH:12][C:13]([N:14]3[CH:18]=[C:17]([CH3:19])[N:16]=[CH:15]3)=[C:6]([O:5][CH3:4])[CH:7]=2)[C:39]2[C:34](=[CH:35][CH:36]=[CH:37][CH:38]=2)[CH2:33][CH2:32]1. (6) Reactant: [Br:1][C:2]1[CH:7]=[CH:6][C:5]([C:8](=O)[CH2:9][CH2:10][C:11]([OH:13])=O)=[CH:4][CH:3]=1.[NH2:15][NH2:16].O. Product: [Br:1][C:2]1[CH:7]=[CH:6][C:5]([C:8]2[CH2:9][CH2:10][C:11](=[O:13])[NH:15][N:16]=2)=[CH:4][CH:3]=1. The catalyst class is: 14. (7) Reactant: [BH4-].[Na+].[CH3:3][O:4][C:5]1[CH:10]=[CH:9][C:8]([N:11]2[CH2:16][CH2:15][N:14]([C:17]3[C:18]([CH3:31])=[C:19]([CH3:30])[C:20]4[O:24][C:23]([CH3:26])([CH3:25])[C:22](=[O:27])[C:21]=4[C:28]=3[CH3:29])[CH2:13][CH2:12]2)=[CH:7][CH:6]=1.CO. Product: [CH3:3][O:4][C:5]1[CH:6]=[CH:7][C:8]([N:11]2[CH2:12][CH2:13][N:14]([C:17]3[C:18]([CH3:31])=[C:19]([CH3:30])[C:20]4[O:24][C:23]([CH3:26])([CH3:25])[CH:22]([OH:27])[C:21]=4[C:28]=3[CH3:29])[CH2:15][CH2:16]2)=[CH:9][CH:10]=1. The catalyst class is: 1.